Dataset: Full USPTO retrosynthesis dataset with 1.9M reactions from patents (1976-2016). Task: Predict the reactants needed to synthesize the given product. (1) Given the product [F:4][C:2]([C:5]1[O:9][C:8]([CH2:10][N:11]2[N:15]=[C:14]([NH:16][C:30]([C:26]3[N:27]=[CH:28][O:29][C:25]=3[C:21]3[CH:22]=[CH:23][CH:24]=[C:19]([O:18][CH3:17])[CH:20]=3)=[O:31])[CH:13]=[N:12]2)=[CH:7][CH:6]=1)([F:1])[CH3:3], predict the reactants needed to synthesize it. The reactants are: [F:1][C:2]([C:5]1[O:9][C:8]([CH2:10][N:11]2[N:15]=[C:14]([NH2:16])[CH:13]=[N:12]2)=[CH:7][CH:6]=1)([F:4])[CH3:3].[CH3:17][O:18][C:19]1[CH:20]=[C:21]([C:25]2[O:29][CH:28]=[N:27][C:26]=2[C:30](O)=[O:31])[CH:22]=[CH:23][CH:24]=1. (2) Given the product [F:21][C:22]([F:35])([F:36])[C:23]1[CH:24]=[C:25]([CH:28]=[C:29]([C:31]([F:34])([F:32])[F:33])[CH:30]=1)[CH:26]=[N:12][CH2:11][C:10]1[CH:13]=[C:14]([C:17]([F:18])([F:19])[F:20])[CH:15]=[CH:16][C:9]=1[Cl:8], predict the reactants needed to synthesize it. The reactants are: C1(C)C=CC=CC=1.[Cl:8][C:9]1[CH:16]=[CH:15][C:14]([C:17]([F:20])([F:19])[F:18])=[CH:13][C:10]=1[CH2:11][NH2:12].[F:21][C:22]([F:36])([F:35])[C:23]1[CH:24]=[C:25]([CH:28]=[C:29]([C:31]([F:34])([F:33])[F:32])[CH:30]=1)[CH:26]=O.C1(C)C=CC(S(N)(=O)=O)=CC=1. (3) Given the product [CH3:14][C:15]1([CH3:31])[C:19]([CH3:21])([CH3:20])[O:18][B:17]([C:2]2[CH:7]=[CH:6][C:5]([CH:8]3[CH2:13][CH2:12][O:11][CH2:10][CH2:9]3)=[CH:4][CH:3]=2)[O:16]1, predict the reactants needed to synthesize it. The reactants are: Br[C:2]1[CH:7]=[CH:6][C:5]([CH:8]2[CH2:13][CH2:12][O:11][CH2:10][CH2:9]2)=[CH:4][CH:3]=1.[CH3:14][C:15]1([CH3:31])[C:19]([CH3:21])([CH3:20])[O:18][B:17]([B:17]2[O:18][C:19]([CH3:21])([CH3:20])[C:15]([CH3:31])([CH3:14])[O:16]2)[O:16]1.C([O-])(=O)C.[K+].O. (4) Given the product [Cl:6][C:17]1[C:16]2[C:11](=[CH:12][CH:13]=[CH:14][CH:15]=2)[N:10]=[CH:9][C:8]=1[N:7]=[CH:19][N:20]([CH3:22])[CH3:21], predict the reactants needed to synthesize it. The reactants are: P(Cl)(Cl)(Cl)=O.[ClH:6].[NH2:7][C:8]1[CH:9]=[N:10][C:11]2[C:16]([C:17]=1O)=[CH:15][CH:14]=[CH:13][CH:12]=2.[CH3:19][N:20]([CH:22]=O)[CH3:21]. (5) Given the product [Cl:1][C:2]1[C:3]([O:10][CH3:11])=[C:4]([C:28]([CH3:34])([CH3:33])[C:29]#[N:14])[CH:5]=[CH:6][C:7]=1[CH3:8], predict the reactants needed to synthesize it. The reactants are: [Cl:1][C:2]1[C:7]([CH3:8])=[CH:6][CH:5]=[C:4](F)[C:3]=1[O:10][CH3:11].C[Si](C)(C)[N-:14][Si](C)(C)C.[K+].O.S(=O)(=O)(O)O.[C:28]1([CH3:34])[CH:33]=CC=C[CH:29]=1. (6) Given the product [Cl:1][C:2]1[C:7]([C:27]([O:29][CH2:30][CH3:31])=[O:28])=[CH:6][N:5]=[C:4]2[N:8]([Si:11]([CH:15]([CH3:17])[CH3:16])([CH:18]([CH3:20])[CH3:19])[CH:12]([CH3:13])[CH3:14])[CH:9]=[CH:10][C:3]=12, predict the reactants needed to synthesize it. The reactants are: [Cl:1][C:2]1[CH:7]=[CH:6][N:5]=[C:4]2[N:8]([Si:11]([CH:18]([CH3:20])[CH3:19])([CH:15]([CH3:17])[CH3:16])[CH:12]([CH3:14])[CH3:13])[CH:9]=[CH:10][C:3]=12.[Li]C(CC)C.Cl[C:27]([O:29][CH2:30][CH3:31])=[O:28]. (7) Given the product [Cl:20][C:21]1[CH:22]=[C:23]([C:34](=[O:36])/[CH:35]=[CH:3]/[C:5]2[CH:6]=[C:7](/[CH:11]=[CH:12]/[C:13]([O:15][C:16]([CH3:19])([CH3:18])[CH3:17])=[O:14])[CH:8]=[CH:9][CH:10]=2)[CH:24]=[C:25]([N:27]2[CH2:28][CH2:29][N:30]([CH3:33])[CH2:31][CH2:32]2)[CH:26]=1, predict the reactants needed to synthesize it. The reactants are: [OH-].[K+].[CH:3]([C:5]1[CH:6]=[C:7](/[CH:11]=[CH:12]/[C:13]([O:15][C:16]([CH3:19])([CH3:18])[CH3:17])=[O:14])[CH:8]=[CH:9][CH:10]=1)=O.[Cl:20][C:21]1[CH:22]=[C:23]([C:34](=[O:36])[CH3:35])[CH:24]=[C:25]([N:27]2[CH2:32][CH2:31][N:30]([CH3:33])[CH2:29][CH2:28]2)[CH:26]=1. (8) The reactants are: [CH:1]1([N:5]2[CH2:11][CH2:10][C:9]3[S:12][C:13]([CH:15]4[CH2:19][CH2:18][NH:17][CH2:16]4)=[N:14][C:8]=3[CH2:7][CH2:6]2)[CH2:4][CH2:3][CH2:2]1.[C:20]([C:22]1[CH:30]=[CH:29][C:25]([C:26](O)=[O:27])=[CH:24][CH:23]=1)#[N:21]. Given the product [CH:1]1([N:5]2[CH2:11][CH2:10][C:9]3[S:12][C:13]([CH:15]4[CH2:19][CH2:18][N:17]([C:26]([C:25]5[CH:29]=[CH:30][C:22]([C:20]#[N:21])=[CH:23][CH:24]=5)=[O:27])[CH2:16]4)=[N:14][C:8]=3[CH2:7][CH2:6]2)[CH2:2][CH2:3][CH2:4]1, predict the reactants needed to synthesize it. (9) The reactants are: [CH2:1]([N:5]1[C:9](=[O:10])[C:8](Cl)=[C:7]([C:12]2[CH:17]=[CH:16][CH:15]=[CH:14][CH:13]=2)[S:6]1(=[O:19])=[O:18])[CH2:2][CH2:3][CH3:4].[CH3:20][O:21][C:22]1[N:27]=[CH:26][C:25]([NH2:28])=[CH:24][CH:23]=1. Given the product [CH2:1]([N:5]1[C:9](=[O:10])[C:8]([NH:28][C:25]2[CH:26]=[N:27][C:22]([O:21][CH3:20])=[CH:23][CH:24]=2)=[C:7]([C:12]2[CH:17]=[CH:16][CH:15]=[CH:14][CH:13]=2)[S:6]1(=[O:19])=[O:18])[CH2:2][CH2:3][CH3:4], predict the reactants needed to synthesize it. (10) The reactants are: Br[C:2]1[CH:3]=[C:4]([S:8]([NH:11][C:12]2[CH:17]=[CH:16][C:15]([O:18][C:19]3[CH:24]=[CH:23][CH:22]=[CH:21][CH:20]=3)=[CH:14][C:13]=2[S:25]([NH2:28])(=[O:27])=[O:26])(=[O:10])=[O:9])[CH:5]=[CH:6][CH:7]=1.[F:29][C:30]([F:42])([F:41])[O:31][C:32]1[CH:33]=[C:34](B(O)O)[CH:35]=[CH:36][CH:37]=1.C1(P(C2CCCCC2)C2CCCCC2)CCCCC1.P([O-])([O-])([O-])=O.[K+].[K+].[K+]. Given the product [O:18]([C:15]1[CH:16]=[CH:17][C:12]([NH:11][S:8]([C:4]2[CH:5]=[CH:6][CH:7]=[C:2]([C:34]3[CH:35]=[CH:36][CH:37]=[C:32]([O:31][C:30]([F:29])([F:41])[F:42])[CH:33]=3)[CH:3]=2)(=[O:10])=[O:9])=[C:13]([S:25]([NH2:28])(=[O:27])=[O:26])[CH:14]=1)[C:19]1[CH:24]=[CH:23][CH:22]=[CH:21][CH:20]=1, predict the reactants needed to synthesize it.